Dataset: Full USPTO retrosynthesis dataset with 1.9M reactions from patents (1976-2016). Task: Predict the reactants needed to synthesize the given product. (1) Given the product [OH:21][C:14]1[CH:13]=[C:12]([NH:11][S:8]([C:4]2[CH:3]=[C:2]([C:30]3[CH:31]=[CH:32][CH:33]=[C:28]([C:26]([O:25][CH:22]([CH3:24])[CH3:23])=[O:27])[CH:29]=3)[CH:7]=[CH:6][CH:5]=2)(=[O:10])=[O:9])[CH:20]=[CH:19][C:15]=1[C:16]([OH:18])=[O:17], predict the reactants needed to synthesize it. The reactants are: Br[C:2]1[CH:3]=[C:4]([S:8]([NH:11][C:12]2[CH:20]=[CH:19][C:15]([C:16]([OH:18])=[O:17])=[C:14]([OH:21])[CH:13]=2)(=[O:10])=[O:9])[CH:5]=[CH:6][CH:7]=1.[CH:22]([O:25][C:26]([C:28]1[CH:29]=[C:30](B(O)O)[CH:31]=[CH:32][CH:33]=1)=[O:27])([CH3:24])[CH3:23].C([O-])([O-])=O.[K+].[K+].C(Cl)Cl. (2) The reactants are: [Cl:1][C:2]1[CH:3]=[C:4]([C:24]#[C:25][CH3:26])[CH:5]=[C:6]2[C:10]=1[C:9](=[O:11])[N:8]([CH2:12][C:13]1[CH:18]=[CH:17][C:16]([O:19][C:20]([F:23])([F:22])[F:21])=[CH:15][CH:14]=1)[CH2:7]2.[H][H].CCCCCC.C(OCC)(=O)C. Given the product [Cl:1][C:2]1[CH:3]=[C:4]([CH2:24][CH2:25][CH3:26])[CH:5]=[C:6]2[C:10]=1[C:9](=[O:11])[N:8]([CH2:12][C:13]1[CH:14]=[CH:15][C:16]([O:19][C:20]([F:23])([F:21])[F:22])=[CH:17][CH:18]=1)[CH2:7]2, predict the reactants needed to synthesize it. (3) Given the product [Cl:38][C:18]1[CH:17]=[C:16]([NH:15][C:13]2[C:14]3[N:6]([CH2:5][CH2:4][NH:3][C:41](=[O:42])[C:40]([CH3:44])([S:45]([CH3:48])(=[O:47])=[O:46])[CH3:39])[CH:7]=[CH:8][C:9]=3[N:10]=[CH:11][N:12]=2)[CH:21]=[CH:20][C:19]=1[O:22][C:23]1[CH:28]=[CH:27][CH:26]=[C:25]([C:29]2[S:30][CH:31]=[C:32]([C:34]([F:35])([F:37])[F:36])[N:33]=2)[CH:24]=1, predict the reactants needed to synthesize it. The reactants are: Cl.Cl.[NH2:3][CH2:4][CH2:5][N:6]1[C:14]2[C:13]([NH:15][C:16]3[CH:21]=[CH:20][C:19]([O:22][C:23]4[CH:28]=[CH:27][CH:26]=[C:25]([C:29]5[S:30][CH:31]=[C:32]([C:34]([F:37])([F:36])[F:35])[N:33]=5)[CH:24]=4)=[C:18]([Cl:38])[CH:17]=3)=[N:12][CH:11]=[N:10][C:9]=2[CH:8]=[CH:7]1.[CH3:39][C:40]([S:45]([CH3:48])(=[O:47])=[O:46])([CH3:44])[C:41](O)=[O:42].ON1C2C=CC=CC=2N=N1.Cl.C(N=C=NCCCN(C)C)C. (4) The reactants are: [NH2:1][CH2:2][C:3]1[C:4]([F:26])=[CH:5][C:6]([Cl:25])=[C:7]([C:9]2[NH:10][C:11](=[O:24])[N:12]([C:14]3[CH:19]=[CH:18][C:17]([C:20]([F:23])([F:22])[F:21])=[CH:16][CH:15]=3)[N:13]=2)[CH:8]=1.C1COCC1.[O:32]1[CH2:36][CH2:35][CH2:34][C@@H:33]1[C:37](O)=[O:38].CN(C(ON1N=NC2C=CC=CC1=2)=[N+](C)C)C.[B-](F)(F)(F)F. Given the product [Cl:25][C:6]1[C:7]([C:9]2[NH:10][C:11](=[O:24])[N:12]([C:14]3[CH:15]=[CH:16][C:17]([C:20]([F:22])([F:23])[F:21])=[CH:18][CH:19]=3)[N:13]=2)=[CH:8][C:3]([CH2:2][NH:1][C:37]([C@H:33]2[CH2:34][CH2:35][CH2:36][O:32]2)=[O:38])=[C:4]([F:26])[CH:5]=1, predict the reactants needed to synthesize it.